From a dataset of Drug-target binding data from BindingDB using IC50 measurements. Regression. Given a target protein amino acid sequence and a drug SMILES string, predict the binding affinity score between them. We predict pIC50 (pIC50 = -log10(IC50 in M); higher means more potent). Dataset: bindingdb_ic50. (1) The pIC50 is 6.5. The target protein (P32300) has sequence MELVPSARAELQSSPLVNLSDAFPSAFPSAGANASGSPGARSASSLALAIAITALYSAVCAVGLLGNVLVMFGIVRYTKLKTATNIYIFNLALADALATSTLPFQSAKYLMETWPFGELLCKAVLSIDYYNMFTSIFTLTMMSVDRYIAVCHPVKALDFRTPAKAKLINICIWVLASGVGVPIMVMAVTQPRDGAVVCMLQFPSPSWYWDTVTKICVFLFAFVVPILIITVCYGLMLLRLRSVRLLSGSKEKDRSLRRITRMVLVVVGAFVVCWAPIHIFVIVWTLVDINRRDPLVVAALHLCIALGYANSSLNPVLYAFLDENFKRCFRQLCRTPCGRQEPGSLRRPRQATTRERVTACTPSDGPGGGAAA. The drug is C=C(C(N)=O)[C@@H](NC(=O)[C@H](Cc1c[nH]c2ccccc12)NC(=O)[C@@H]1CCCN1C(=O)[C@@H](N)Cc1ccc(O)cc1)c1ccc(OC)cc1. (2) The small molecule is Cc1nc(C(C)C)sc1COc1c(Cl)cc(-c2ccnc(N3CCNCC3)c2)cc1Cl. The target protein (P30419) has sequence MADESETAVKPPAPPLPQMMEGNGNGHEHCSDCENEEDNSYNRGGLSPANDTGAKKKKKKQKKKKEKGSETDSAQDQPVKMNSLPAERIQEIQKAIELFSVGQGPAKTMEEASKRSYQFWDTQPVPKLGEVVNTHGPVEPDKDNIRQEPYTLPQGFTWDALDLGDRGVLKELYTLLNENYVEDDDNMFRFDYSPEFLLWALRPPGWLPQWHCGVRVVSSRKLVGFISAIPANIHIYDTEKKMVEINFLCVHKKLRSKRVAPVLIREITRRVHLEGIFQAVYTAGVVLPKPVGTCRYWHRSLNPRKLIEVKFSHLSRNMTMQRTMKLYRLPETPKTAGLRPMETKDIPVVHQLLTRYLKQFHLTPVMSQEEVEHWFYPQENIIDTFVVENANGEVTDFLSFYTLPSTIMNHPTHKSLKAAYSFYNVHTQTPLLDLMSDALVLAKMKGFDVFNALDLMENKTFLEKLKFGIGDGNLQYYLYNWKCPSMGAEKVGLVLQ. The pIC50 is 5.4. (3) The drug is CC(=O)N1CCN(c2ccc(OC[C@@H]3CO[C@@](Cn4ccnc4)(c4ccc(Cl)cc4Cl)O3)cc2)CC1. The target protein (P18125) has sequence MMTISLIWGIAVLVSCCIWFIVGIRRRKAGEPPLENGLIPYLGCALKFGSNPLEFLRANQRKHGHVFTCKLMGKYVHFITNSLSYHKVLCHGKYFDWKKFHYTTSAKAFGHRSIDPNDGNTTENINNTFTKTLQGDALCSLSEAMMQNLQSVMRPPGLPKSKSNAWVTEGMYAFCYRVMFEAGYLTLFGRDISKTDTQKALILNNLDNFKQFDQVFPALVAGLPIHLFKTAHKAREKLAEGLKHKNLCVRDQVSELIRLRMFLNDTLSTFDDMEKAKTHLAILWASQANTIPATFWSLFQMIRSPEAMKAASEEVSGALQSAGQELSSGGSAIYLDQVQLNDLPVLDSIIKEALRLSSASLNIRTAKEDFTLHLEDGSYNIRKDDMIALYPQLMHLDPEIYPDPLTFKYDRYLDESGKAKTTFYSNGNKLKCFYMPFGSGATICPGRLFAVQEIKQFLILMLSCFELEFVESQVKCPPLDQSRAGLGILPPLHDIEFKYK.... The pIC50 is 5.6. (4) The compound is CN(C(=O)c1ccccc1)c1ccc2c(c1)nc(NC(=O)c1ccc(Cl)cc1)n2CCC(N)=O. The target protein (P42680) has sequence MNFNTILEEILIKRSQQKKKTSPLNYKERLFVLTKSMLTYYEGRAEKKYRKGFIDVSKIKCVEIVKNDDGVIPCQNKYPFQVVHDANTLYIFAPSPQSRDLWVKKLKEEIKNNNNIMIKYHPKFWTDGSYQCCRQTEKLAPGCEKYNLFESSIRKALPPAPETKKRRPPPPIPLEEEDNSEEIVVAMYDFQAAEGHDLRLERGQEYLILEKNDVHWWRARDKYGNEGYIPSNYVTGKKSNNLDQYEWYCRNMNRSKAEQLLRSEDKEGGFMVRDSSQPGLYTVSLYTKFGGEGSSGFRHYHIKETTTSPKKYYLAEKHAFGSIPEIIEYHKHNAAGLVTRLRYPVSVKGKNAPTTAGFSYEKWEINPSELTFMRELGSGLFGVVRLGKWRAQYKVAIKAIREGAMCEEDFIEEAKVMMKLTHPKLVQLYGVCTQQKPIYIVTEFMERGCLLNFLRQRQGHFSRDVLLSMCQDVCEGMEYLERNSFIHRDLAARNCLVSEA.... The pIC50 is 5.0. (5) The drug is CC[C@@H](C)[C@@H]1NC(=O)[C@@H]2CCCN2C(=O)[C@H](Cc2ccccc2)N(C)C(=O)[C@H](Cc2ccccc2)NC(=O)[C@H](C(C)C)N(C)C(=O)[C@@H]([C@H](C)CC)OC(=O)[C@H](C(C)(C)O)N(C)C(=O)[C@H](CC(C)C)NC(=O)[C@H](C(C)C)N(C)C1=O. The target protein sequence is MNTTLPSWKDRTQNQFGKLQIQVPWRTIQLLVPHRMRRKIRSKLRSRISPTSSISSLQTSFSPVDTLRSLQSHRWTLYDFQYLLLLIVGIFSLSVMESPGPLAKTAAFTLLLVSLLLPITRQFFLPFLPIAGWLIFFYACQFIPSDWRPAIWVRVLPALENILYGANISNILSAHQNVVLDVLAWLPYGICHYGAPFVCSAIMFIFGPPGTVPLFARTFGYISMAAVTIQLFFPCSPPWYENLYGLAPADYSMPGNPAGLARIDELFGIDLYTSGFRQSPVVFGAFPSLHAADSTLAALFMSQVFPRLKPLFVIYTLWMWWATMYLSHHYAVDLVGGGLLATVAFYFAKTRFMPRVQNDKMFRWDYDYVEYGDSALDYGYGPASFEGEFNLDSDEWTVGSSSSISSGSLSPVDDHYSWEGETLASPATDIESGRHF. The pIC50 is 9.5.